Dataset: Forward reaction prediction with 1.9M reactions from USPTO patents (1976-2016). Task: Predict the product of the given reaction. (1) Given the reactants [Br:1]N1C(=O)CCC1=O.[C:9]1([S:15]([N:18]2[C:26]3[C:21](=[CH:22][C:23]([CH3:27])=[CH:24][CH:25]=3)[CH:20]=[CH:19]2)(=[O:17])=[O:16])[CH:14]=[CH:13][CH:12]=[CH:11][CH:10]=1, predict the reaction product. The product is: [C:9]1([S:15]([N:18]2[C:26]3[C:21](=[CH:22][C:23]([CH2:27][Br:1])=[CH:24][CH:25]=3)[CH:20]=[CH:19]2)(=[O:17])=[O:16])[CH:14]=[CH:13][CH:12]=[CH:11][CH:10]=1. (2) Given the reactants [CH2:1]([P:3]([OH:10])([CH2:5][CH2:6][C:7]([OH:9])=[O:8])=[O:4])[CH3:2].[CH2:11](O)[CH2:12][CH2:13][CH2:14][OH:15], predict the reaction product. The product is: [CH2:1]([P:3]([OH:10])([CH2:5][CH2:6][C:7]([O:9][CH2:11][CH2:12][CH2:13][CH2:14][OH:15])=[O:8])=[O:4])[CH3:2]. (3) Given the reactants [Cl:1][C:2]1[C:7]([CH2:8][C:9]([O:11]CC)=[O:10])=[CH:6][N:5]=[CH:4][N:3]=1.C(O)C.O.[OH-].[Li+], predict the reaction product. The product is: [Cl:1][C:2]1[C:7]([CH2:8][C:9]([OH:11])=[O:10])=[CH:6][N:5]=[CH:4][N:3]=1. (4) Given the reactants [F:1][C:2]1[C:10]([F:11])=[CH:9][CH:8]=[CH:7][C:3]=1[C:4](O)=[O:5].S(Cl)(Cl)=O.[CH3:16][NH2:17], predict the reaction product. The product is: [F:1][C:2]1[C:10]([F:11])=[CH:9][CH:8]=[CH:7][C:3]=1[C:4]([NH:17][CH3:16])=[O:5]. (5) Given the reactants [C@H:1]1([NH2:8])[CH2:6][CH2:5][C@H:4]([NH2:7])[CH2:3][CH2:2]1.[CH3:9][C:10]([O:13][C:14](O[C:14]([O:13][C:10]([CH3:12])([CH3:11])[CH3:9])=[O:15])=[O:15])([CH3:12])[CH3:11], predict the reaction product. The product is: [C:10]([O:13][C:14](=[O:15])[NH:7][CH:4]1[CH2:5][CH2:6][CH:1]([NH2:8])[CH2:2][CH2:3]1)([CH3:12])([CH3:11])[CH3:9]. (6) Given the reactants [C@H:1]1([NH:10][C:11]2[CH:20]=[CH:19][C:18]3[C:17]([NH2:21])=[CH:16][CH:15]=[CH:14][C:13]=3[N:12]=2)[C:9]2[C:4](=[CH:5][CH:6]=[CH:7][CH:8]=2)[CH2:3][CH2:2]1.[CH3:22][O:23][CH2:24][CH2:25][C:26](Cl)=[O:27], predict the reaction product. The product is: [C@H:1]1([NH:10][C:11]2[CH:20]=[CH:19][C:18]3[C:13](=[CH:14][CH:15]=[CH:16][C:17]=3[NH:21][C:26](=[O:27])[CH2:25][CH2:24][O:23][CH3:22])[N:12]=2)[C:9]2[C:4](=[CH:5][CH:6]=[CH:7][CH:8]=2)[CH2:3][CH2:2]1. (7) Given the reactants [Cl:1][C:2]1[CH:7]=[CH:6][CH:5]=[CH:4][C:3]=1[C@H:8]([O:10][C:11](=[O:26])[NH:12][C:13]1[C:14]([CH3:25])=[N:15][O:16][C:17]=1[C:18]1[CH:23]=[CH:22][C:21](Br)=[CH:20][CH:19]=1)[CH3:9].[CH2:27]([O:29][C:30](=[O:48])[CH:31]([C:33]1[CH:38]=[CH:37][C:36](B2OC(C)(C)C(C)(C)O2)=[CH:35][CH:34]=1)[CH3:32])[CH3:28], predict the reaction product. The product is: [CH2:27]([O:29][C:30](=[O:48])[CH:31]([C:33]1[CH:38]=[CH:37][C:36]([C:21]2[CH:22]=[CH:23][C:18]([C:17]3[O:16][N:15]=[C:14]([CH3:25])[C:13]=3[NH:12][C:11]([O:10][C@@H:8]([C:3]3[CH:4]=[CH:5][CH:6]=[CH:7][C:2]=3[Cl:1])[CH3:9])=[O:26])=[CH:19][CH:20]=2)=[CH:35][CH:34]=1)[CH3:32])[CH3:28].